Task: Predict the reaction yield, written as a fraction of the theoretical maximum amount of product (1.0 means a 100% yield; for example, 0.34 means a 34% yield).. Dataset: Reaction yield outcomes from USPTO patents with 853,638 reactions (1) The reactants are [N:1]1[CH:6]=[CH:5][CH:4]=[C:3]2[CH2:7][CH2:8][CH2:9][C:2]=12.[OH:10]S(O)(=O)=O.[NH4+].[OH-]. The catalyst is CC(O)=O.O. The product is [N:1]1[CH:6]=[CH:5][CH:4]=[C:3]2[C:7](=[O:10])[CH2:8][CH2:9][C:2]=12. The yield is 0.350. (2) The reactants are [CH3:1][N:2]([CH3:31])[C:3]1[N:8]=[C:7]([O:9][CH3:10])[C:6]([C:11]2[C:24]3[C:19](=[CH:20][C:21]([O:27][CH2:28][CH3:29])=[C:22]([O:25][CH3:26])[CH:23]=3)[C@@H:18]3[C@@H:13]([CH2:14][CH2:15][C@@H:16]([OH:30])[CH2:17]3)[N:12]=2)=[CH:5][N:4]=1.[O:32]=[C:33]([CH2:37][CH2:38][C:39]([OH:41])=[O:40])[C:34](O)=[O:35]. The catalyst is CC(C)=O. The product is [O:32]=[C:33]([CH2:37][CH2:38][C:39]([OH:41])=[O:40])[C:34]([O:30][C@@H:16]1[CH2:15][CH2:14][C@@H:13]2[C@@H:18]([C:19]3[C:24]([C:11]([C:6]4[C:7]([O:9][CH3:10])=[N:8][C:3]([N:2]([CH3:1])[CH3:31])=[N:4][CH:5]=4)=[N:12]2)=[CH:23][C:22]([O:25][CH3:26])=[C:21]([O:27][CH2:28][CH3:29])[CH:20]=3)[CH2:17]1)=[O:35]. The yield is 0.710. (3) The reactants are [OH-].[Na+].[C:3]([O:7][C@@H:8]([C:13]1[C:14]([C:27]2[CH:32]=[CH:31][C:30]([C:33]([F:36])([F:35])[F:34])=[CH:29][CH:28]=2)=[C:15]2[C:22]3[CH2:23][CH2:24][CH2:25][CH2:26][C:21]=3[S:20][C:16]2=[N:17][C:18]=1[CH3:19])[C:9]([O:11]C)=[O:10])([CH3:6])([CH3:5])[CH3:4]. No catalyst specified. The product is [C:3]([O:7][C@@H:8]([C:13]1[C:14]([C:27]2[CH:28]=[CH:29][C:30]([C:33]([F:35])([F:36])[F:34])=[CH:31][CH:32]=2)=[C:15]2[C:22]3[CH2:23][CH2:24][CH2:25][CH2:26][C:21]=3[S:20][C:16]2=[N:17][C:18]=1[CH3:19])[C:9]([OH:11])=[O:10])([CH3:6])([CH3:4])[CH3:5]. The yield is 0.560. (4) The yield is 0.0300. The product is [C:5]([NH:4][CH2:3][CH2:2][NH:1][C:23]([C:22]1[CH:21]=[N:20][N:18]2[CH:19]=[C:14]([CH2:13][C:12]3[CH:26]=[CH:27][C:9]([F:8])=[C:10]([C:28]([F:30])([F:31])[F:29])[CH:11]=3)[CH:15]=[N:16][C:17]=12)=[O:24])(=[O:7])[CH3:6]. The reactants are [NH2:1][CH2:2][CH2:3][NH:4][C:5](=[O:7])[CH3:6].[F:8][C:9]1[CH:27]=[CH:26][C:12]([CH2:13][C:14]2[CH:15]=[N:16][C:17]3[N:18]([N:20]=[CH:21][C:22]=3[C:23](O)=[O:24])[CH:19]=2)=[CH:11][C:10]=1[C:28]([F:31])([F:30])[F:29].C(N(CC)CC)C.CN(C(ON1N=NC2C=CC=CC1=2)=[N+](C)C)C.[B-](F)(F)(F)F. The catalyst is CN(C=O)C. (5) The reactants are [NH2:1][OH:2].[O:3]1[C:7]2[CH:8]=[CH:9][C:10]([CH2:12][NH:13][CH2:14][CH2:15][CH2:16][N:17]([CH2:28][C:29]#[N:30])[C:18]3[S:22][N:21]=[C:20]([N:23]4[CH:27]=[CH:26][N:25]=[CH:24]4)[N:19]=3)=[CH:11][C:6]=2[O:5][CH2:4]1. The catalyst is O.CO. The product is [O:3]1[C:7]2[CH:8]=[CH:9][C:10]([CH2:12][NH:13][CH2:14][CH2:15][CH2:16][N:17]([C:18]3[S:22][N:21]=[C:20]([N:23]4[CH:27]=[CH:26][N:25]=[CH:24]4)[N:19]=3)[CH2:28][C:29]([NH:1][OH:2])=[NH:30])=[CH:11][C:6]=2[O:5][CH2:4]1. The yield is 0.220. (6) The reactants are I[C:2]1[CH:3]=[C:4]([CH:9]=[CH:10][C:11]=1[C:12]([F:15])([F:14])[F:13])[C:5]([O:7][CH3:8])=[O:6].C([N:18](CC)CC)C.[C:23]1([CH3:29])[CH:28]=[CH:27][CH:26]=[CH:25][CH:24]=1. The catalyst is C(OCC)(=O)C.[Cu](I)I. The product is [N:18]1[CH:28]=[CH:27][CH:26]=[CH:25][C:24]=1[C:23]#[C:29][C:2]1[CH:3]=[C:4]([CH:9]=[CH:10][C:11]=1[C:12]([F:15])([F:14])[F:13])[C:5]([O:7][CH3:8])=[O:6]. The yield is 0.540. (7) The product is [C:22]([C:19]1([C:16]2[CH:17]=[CH:18][C:13]([C:3]3[CH:4]=[C:5]4[C:9](=[CH:10][C:2]=3[Cl:1])[NH:8][CH:7]=[C:6]4[C:11]([OH:31])=[O:12])=[CH:14][CH:15]=2)[CH2:20][CH2:21]1)([OH:24])=[O:23]. The yield is 0.305. The reactants are [Cl:1][C:2]1[CH:10]=[C:9]2[C:5]([C:6]([CH:11]=[O:12])=[CH:7][NH:8]2)=[CH:4][C:3]=1[C:13]1[CH:18]=[CH:17][C:16]([C:19]2([C:22]([OH:24])=[O:23])[CH2:21][CH2:20]2)=[CH:15][CH:14]=1.CC(=CC)C.Cl([O-])=[O:31].[Na+].O.O.P([O-])(O)(O)=O.[Na+]. The catalyst is CC#N.O.C(O)(C)(C)C. (8) The reactants are [C:1]([O-:6])(=[O:5])[CH:2]([CH3:4])[CH3:3].C[N+](C)(C)C.C(O)(=O)C(C)C.[C:18](=[O:28])([S:26][CH3:27])[O:19][O:20][CH:21](Cl)[CH:22]([CH3:24])[CH3:23]. The catalyst is CCOC(C)=O. The product is [C:18](=[O:28])([S:26][CH3:27])[O:19][O:20][CH:21]([O:6][C:1](=[O:5])[CH:2]([CH3:4])[CH3:3])[CH:22]([CH3:24])[CH3:23]. The yield is 0.650. (9) The reactants are [Si:1]([O:8][CH2:9][CH2:10][S:11][C:12]1[CH:13]=[C:14]2[C:18](=[CH:19][CH:20]=1)[NH:17][CH2:16][CH2:15]2)([C:4]([CH3:7])([CH3:6])[CH3:5])([CH3:3])[CH3:2].Cl[C:22]1[N:27]=[CH:26][N:25]=[C:24]([O:28][CH:29]2[CH2:34][CH2:33][N:32]([C:35]([O:37][CH:38]([CH3:40])[CH3:39])=[O:36])[CH2:31][CH2:30]2)[CH:23]=1.C[Si]([N-][Si](C)(C)C)(C)C.[Na+].O1CCCC1. The catalyst is O1CCOCC1. The product is [Si:1]([O:8][CH2:9][CH2:10][S:11][C:12]1[CH:13]=[C:14]2[C:18](=[CH:19][CH:20]=1)[N:17]([C:22]1[N:27]=[CH:26][N:25]=[C:24]([O:28][CH:29]3[CH2:34][CH2:33][N:32]([C:35]([O:37][CH:38]([CH3:40])[CH3:39])=[O:36])[CH2:31][CH2:30]3)[CH:23]=1)[CH2:16][CH2:15]2)([C:4]([CH3:7])([CH3:6])[CH3:5])([CH3:3])[CH3:2]. The yield is 0.620.